Dataset: Full USPTO retrosynthesis dataset with 1.9M reactions from patents (1976-2016). Task: Predict the reactants needed to synthesize the given product. Given the product [CH3:1][C@H:2]([NH:7][C:8]([C:10]1[C:18]2[C:13](=[N:14][CH:15]=[C:16]([C:19]3[S:20][C:21]([C:24](=[O:34])[NH:25][C:26]4[CH:31]=[CH:30][C:29]([I:32])=[CH:28][C:27]=4[Cl:33])=[CH:22][CH:23]=3)[N:17]=2)[NH:12][CH:11]=1)=[O:9])[C:3]([CH3:4])([CH3:5])[CH3:6], predict the reactants needed to synthesize it. The reactants are: [CH3:1][C@H:2]([NH:7][C:8]([C:10]1[C:18]2[C:13](=[N:14][CH:15]=[C:16]([C:19]3[S:20][C:21]([C:24](=[O:34])[NH:25][C:26]4[CH:31]=[CH:30][C:29]([I:32])=[CH:28][C:27]=4[Cl:33])=[CH:22][CH:23]=3)[N:17]=2)[N:12](COCC[Si](C)(C)C)[CH:11]=1)=[O:9])[C:3]([CH3:6])([CH3:5])[CH3:4].C[C@H](NC(C1C2C(=NC=C(C3SC(C(=O)NCC)=CC=3)N=2)N(COCC[Si](C)(C)C)C=1)=O)C(C)(C)C.